From a dataset of Catalyst prediction with 721,799 reactions and 888 catalyst types from USPTO. Predict which catalyst facilitates the given reaction. (1) Reactant: [C:1]([C:4]1[CH:26]=[CH:25][C:7]([O:8][C:9]2[CH:18]=[C:17]3[C:12]([CH:13]([C:19]([O:21][CH2:22][CH3:23])=[O:20])[CH2:14][CH2:15][O:16]3)=[CH:11][C:10]=2[Cl:24])=[CH:6][CH:5]=1)(=[O:3])[NH2:2].Cl[C:28]1[CH:37]=[CH:36][C:35]2[C:30](=[C:31]([CH3:38])[CH:32]=[CH:33][CH:34]=2)[N:29]=1.CC(C1C=C(C(C)C)C(C2C=CC=CC=2P(C2CCCCC2)C2CCCCC2)=C(C(C)C)C=1)C. The catalyst class is: 443. Product: [Cl:24][C:10]1[CH:11]=[C:12]2[C:17](=[CH:18][C:9]=1[O:8][C:7]1[CH:6]=[CH:5][C:4]([C:1](=[O:3])[NH:2][C:28]3[CH:37]=[CH:36][C:35]4[C:30](=[C:31]([CH3:38])[CH:32]=[CH:33][CH:34]=4)[N:29]=3)=[CH:26][CH:25]=1)[O:16][CH2:15][CH2:14][CH:13]2[C:19]([O:21][CH2:22][CH3:23])=[O:20]. (2) Reactant: [CH2:1]([C:3]1[N:4]=[C:5]2[CH:10]=[CH:9][CH:8]=[CH:7][N:6]2[CH:11]=1)[CH3:2].[Br:12]Br. Product: [Br:12][C:11]1[N:6]2[CH:7]=[CH:8][CH:9]=[CH:10][C:5]2=[N:4][C:3]=1[CH2:1][CH3:2]. The catalyst class is: 40. (3) Reactant: [N:1]1[C:11]2[C:6](=[CH:7][CH:8]=[CH:9][CH:10]=2)[C:4]([CH3:5])=[CH:3][CH:2]=1.[Br:12][CH2:13][CH2:14][OH:15]. Product: [Br-:12].[OH:15][CH2:14][CH2:13][N+:1]1[C:11]2[C:6](=[CH:7][CH:8]=[CH:9][CH:10]=2)[C:4]([CH3:5])=[CH:3][CH:2]=1. The catalyst class is: 10. (4) Reactant: [CH2:1]([O:3][C:4]([N:6]1[CH2:12][CH:11]([N:13]2[C:21](=[O:22])[C:20]3[C:15](=[CH:16][CH:17]=[CH:18][CH:19]=3)[C:14]2=[O:23])[C:10](OC)=[N:9][CH2:8][CH2:7]1)=[O:5])[CH3:2].[Cl-:26].[NH4+:27]. Product: [ClH:26].[CH2:1]([O:3][C:4]([N:6]1[CH2:12][CH:11]([N:13]2[C:21](=[O:22])[C:20]3[C:15](=[CH:16][CH:17]=[CH:18][CH:19]=3)[C:14]2=[O:23])[C:10]([NH2:27])=[N:9][CH2:8][CH2:7]1)=[O:5])[CH3:2]. The catalyst class is: 5. (5) Reactant: COP([CH:7]1[C:15]2[C:10](=[CH:11][CH:12]=[CH:13][CH:14]=2)[C:9](=[O:16])[O:8]1)(=O)OC.[F:17][C:18]1[CH:25]=[CH:24][C:23]([CH:26]=O)=[CH:22][C:19]=1[C:20]#[N:21].C(N(CC)CC)C. Product: [F:17][C:18]1[CH:25]=[CH:24][C:23]([CH:26]=[C:7]2[C:15]3[C:10](=[CH:11][CH:12]=[CH:13][CH:14]=3)[C:9](=[O:16])[O:8]2)=[CH:22][C:19]=1[C:20]#[N:21]. The catalyst class is: 7. (6) Reactant: Cl.[Cl:2][C:3]1[CH:4]=[C:5]2[C:9](=[CH:10][CH:11]=1)[NH:8][CH:7]=[C:6]2[CH2:12][CH2:13][NH2:14].[F:15][C:16]1[CH:17]=[C:18]([N:23]2[CH2:27][CH2:26][CH:25]([C:28](O)=[O:29])[C:24]2=[O:31])[CH:19]=[C:20]([F:22])[CH:21]=1.CN(C(ON1N=NC2C=CC=NC1=2)=[N+](C)C)C.F[P-](F)(F)(F)(F)F.C(N(CC)C(C)C)(C)C. Product: [Cl:2][C:3]1[CH:4]=[C:5]2[C:9](=[CH:10][CH:11]=1)[NH:8][CH:7]=[C:6]2[CH2:12][CH2:13][NH:14][C:28]([CH:25]1[CH2:26][CH2:27][N:23]([C:18]2[CH:19]=[C:20]([F:22])[CH:21]=[C:16]([F:15])[CH:17]=2)[C:24]1=[O:31])=[O:29]. The catalyst class is: 3. (7) Product: [CH2:7]([C@H:10]1[CH2:15][CH2:14][C@H:13]([CH2:16][OH:17])[CH2:12][CH2:11]1)[CH2:8][CH3:9]. The catalyst class is: 1. Reactant: [H-].[Al+3].[Li+].[H-].[H-].[H-].[CH2:7]([C@H:10]1[CH2:15][CH2:14][C@H:13]([C:16](O)=[O:17])[CH2:12][CH2:11]1)[CH2:8][CH3:9].C(OCC)(=O)C.N. (8) Reactant: [Br:1][C:2]1[CH:7]=[CH:6][C:5]([CH:8]2[O:13][CH2:12][CH2:11][NH:10][CH2:9]2)=[CH:4][CH:3]=1.C(N(CC)C(C)C)(C)C.[C:23](O[C:23]([O:25][C:26]([CH3:29])([CH3:28])[CH3:27])=[O:24])([O:25][C:26]([CH3:29])([CH3:28])[CH3:27])=[O:24]. Product: [Br:1][C:2]1[CH:3]=[CH:4][C:5]([CH:8]2[O:13][CH2:12][CH2:11][N:10]([C:23]([O:25][C:26]([CH3:29])([CH3:28])[CH3:27])=[O:24])[CH2:9]2)=[CH:6][CH:7]=1. The catalyst class is: 1. (9) Reactant: [Br:1][C:2]1[CH:3]=[C:4]([C:11]([F:14])([F:13])[F:12])[C:5]([CH3:10])=[C:6]([CH2:8][OH:9])[CH:7]=1.C(N(CC)CC)C.[CH3:22][S:23](Cl)(=[O:25])=[O:24]. Product: [CH3:22][S:23]([O:9][CH2:8][C:6]1[CH:7]=[C:2]([Br:1])[CH:3]=[C:4]([C:11]([F:12])([F:13])[F:14])[C:5]=1[CH3:10])(=[O:25])=[O:24]. The catalyst class is: 4. (10) Reactant: C1N=C[N:3](C(N2C=NC=C2)=O)[CH:2]=1.[NH2:13][C:14]1[CH:22]=[C:21]([Cl:23])[CH:20]=[CH:19][C:15]=1[C:16](O)=[O:17].CN. Product: [NH2:13][C:14]1[CH:22]=[C:21]([Cl:23])[CH:20]=[CH:19][C:15]=1[C:16]([NH:3][CH3:2])=[O:17]. The catalyst class is: 1.